Dataset: Forward reaction prediction with 1.9M reactions from USPTO patents (1976-2016). Task: Predict the product of the given reaction. (1) Given the reactants [Cl:1][C:2]1[C:3]([C:8]2[CH:9]=[CH:10][C:11]3[C:16](=O)[NH:15][C:14]([CH2:18][O:19][CH3:20])=[N:13][C:12]=3[N:21]=2)=[N:4][CH:5]=[CH:6][CH:7]=1.N1C(C)=CC=CC=1C.O=P(Cl)(Cl)[Cl:32], predict the reaction product. The product is: [Cl:32][C:16]1[C:11]2[CH:10]=[CH:9][C:8]([C:3]3[C:2]([Cl:1])=[CH:7][CH:6]=[CH:5][N:4]=3)=[N:21][C:12]=2[N:13]=[C:14]([CH2:18][O:19][CH3:20])[N:15]=1. (2) Given the reactants [C:1]([O-:20])(=[O:19])[CH2:2][CH2:3][CH2:4][CH2:5][CH2:6][CH2:7][CH2:8]/[CH:9]=[CH:10]\[CH2:11]/[CH:12]=[CH:13]\[CH2:14][CH2:15][CH2:16][CH2:17][CH3:18], predict the reaction product. The product is: [C:1]([OH:20])(=[O:19])[CH2:2][CH2:3][CH2:4][CH2:5][CH2:6][CH2:7][CH2:8][CH2:9][CH2:10][CH2:11][CH2:12][CH2:13][CH2:14][CH2:15][CH2:16][CH2:17][CH3:18]. (3) Given the reactants [NH2:1][C@H:2]1[CH2:7][CH2:6][C@H:5]([NH:8][C:9]([CH3:13])([CH3:12])[CH2:10][OH:11])[CH2:4][CH2:3]1.[Cl:14][C:15]1[C:16]([C:22]2[CH:27]=[CH:26][CH:25]=[C:24]([NH:28][CH2:29][C:30]3([C:36]#[N:37])[CH2:35][CH2:34][O:33][CH2:32][CH2:31]3)[N:23]=2)=[CH:17][C:18](F)=[N:19][CH:20]=1.N1C=CC(C)=CC=1C, predict the reaction product. The product is: [Cl:14][C:15]1[C:16]([C:22]2[CH:27]=[CH:26][CH:25]=[C:24]([NH:28][CH2:29][C:30]3([C:36]#[N:37])[CH2:35][CH2:34][O:33][CH2:32][CH2:31]3)[N:23]=2)=[CH:17][C:18]([NH:1][C@H:2]2[CH2:3][CH2:4][C@H:5]([NH:8][C:9]([CH3:13])([CH3:12])[CH2:10][OH:11])[CH2:6][CH2:7]2)=[N:19][CH:20]=1. (4) Given the reactants [F:1][C:2]([F:30])([F:29])[C:3]1[CH:8]=[CH:7][C:6]([C:9]([C:19]2[CH:24]=[CH:23][C:22]([C:25]([F:28])([F:27])[F:26])=[CH:21][CH:20]=2)=[CH:10]/[CH:11]=[C:12](\[CH3:18])/[C:13]([O:15]CC)=[O:14])=[CH:5][CH:4]=1.O.[OH-].[Li+].CO.O, predict the reaction product. The product is: [F:1][C:2]([F:29])([F:30])[C:3]1[CH:8]=[CH:7][C:6]([C:9]([C:19]2[CH:20]=[CH:21][C:22]([C:25]([F:26])([F:28])[F:27])=[CH:23][CH:24]=2)=[CH:10]/[CH:11]=[C:12](\[CH3:18])/[C:13]([OH:15])=[O:14])=[CH:5][CH:4]=1.